This data is from Full USPTO retrosynthesis dataset with 1.9M reactions from patents (1976-2016). The task is: Predict the reactants needed to synthesize the given product. (1) Given the product [S:1]1[C:5]2[CH:6]=[CH:7][CH:8]=[CH:9][C:4]=2[C:3]([CH2:10][CH2:11][NH:12][C:13](=[O:14])[O:15][C:16]([CH3:19])([CH3:18])[CH3:17])=[CH:2]1, predict the reactants needed to synthesize it. The reactants are: [S:1]1[C:5]2[CH:6]=[CH:7][CH:8]=[CH:9][C:4]=2[C:3]([CH2:10][C:11]#[N:12])=[CH:2]1.[C:13](O[C:13]([O:15][C:16]([CH3:19])([CH3:18])[CH3:17])=[O:14])([O:15][C:16]([CH3:19])([CH3:18])[CH3:17])=[O:14].[BH4-].[Na+]. (2) Given the product [C:1]([NH:4][C:5]1[C:6]([I:17])=[C:7]([OH:16])[C:8](=[CH:13][C:14]=1[Br:15])[C:9]([O:11][CH3:12])=[O:10])(=[O:3])[CH3:2], predict the reactants needed to synthesize it. The reactants are: [C:1]([NH:4][C:5]1[CH:6]=[C:7]([OH:16])[C:8](=[CH:13][C:14]=1[Br:15])[C:9]([O:11][CH3:12])=[O:10])(=[O:3])[CH3:2].[I:17](Cl)(=O)=O.I(Cl)(=O)=O.C([N+](C)(C)C)C1C=CC=CC=1.C(=O)(O)[O-].[Na+]. (3) The reactants are: S(Cl)(Cl)=O.[C:5]([N:12]1[CH2:17][CH2:16][CH:15]([C:18]([OH:20])=O)[CH2:14][CH2:13]1)([O:7][C:8]([CH3:11])([CH3:10])[CH3:9])=[O:6].N1C=CC=CC=1.[CH2:27]([NH2:31])[CH:28]([CH3:30])[CH3:29].CCN(CC)CC.Cl. Given the product [C:8]([O:7][C:5]([N:12]1[CH2:13][CH2:14][CH:15]([C:18](=[O:20])[NH:31][CH2:27][CH:28]([CH3:30])[CH3:29])[CH2:16][CH2:17]1)=[O:6])([CH3:9])([CH3:10])[CH3:11], predict the reactants needed to synthesize it. (4) Given the product [CH3:50][O:49][N:48]([CH3:47])[C:43](=[O:45])[CH2:42][C@H:11]1[CH2:10][C@H:9]([C:6]2[CH:7]=[CH:8][C:3]([O:2][CH3:1])=[CH:4][CH:5]=2)[C@@H:14]([O:15][CH2:16][C:17]2[CH:18]=[CH:19][C:20]3[O:25][CH2:24][CH2:23][N:22]([CH2:26][CH2:27][CH2:28][O:29][CH3:30])[C:21]=3[CH:31]=2)[CH2:13][N:12]1[S:32]([C:35]1[CH:36]=[CH:37][C:38]([CH3:41])=[CH:39][CH:40]=1)(=[O:34])=[O:33], predict the reactants needed to synthesize it. The reactants are: [CH3:1][O:2][C:3]1[CH:8]=[CH:7][C:6]([C@@H:9]2[C@@H:14]([O:15][CH2:16][C:17]3[CH:18]=[CH:19][C:20]4[O:25][CH2:24][CH2:23][N:22]([CH2:26][CH2:27][CH2:28][O:29][CH3:30])[C:21]=4[CH:31]=3)[CH2:13][N:12]([S:32]([C:35]3[CH:40]=[CH:39][C:38]([CH3:41])=[CH:37][CH:36]=3)(=[O:34])=[O:33])[C@@H:11]([CH2:42][C:43]([OH:45])=O)[CH2:10]2)=[CH:5][CH:4]=1.Cl.[CH3:47][NH:48][O:49][CH3:50]. (5) Given the product [CH2:1]([N:5]1[C:9]([CH2:10][N:11]([CH2:22][C:23]2[CH:32]=[CH:31][C:26]3[O:27][CH2:28][CH2:29][O:30][C:25]=3[CH:24]=2)[CH2:12][C:13]2[CH:18]=[CH:17][CH:16]=[C:15]([O:19][CH2:20][CH3:21])[CH:14]=2)=[C:8]([C:33]2[CH:38]=[CH:37][CH:36]=[CH:35][CH:34]=2)[N:7]=[C:6]1[CH2:39][CH3:40])[CH2:2][CH2:3][CH3:4], predict the reactants needed to synthesize it. The reactants are: [CH2:1]([N:5]1[C:9]([CH2:10][N:11]([CH2:22][C:23]2[CH:32]=[CH:31][C:26]3[O:27][CH2:28][CH2:29][O:30][C:25]=3[CH:24]=2)[CH2:12][C:13]2[CH:18]=[CH:17][CH:16]=[C:15]([O:19][CH2:20][CH3:21])[CH:14]=2)=[C:8]([C:33]2[CH:38]=[CH:37][CH:36]=[CH:35][CH:34]=2)[N:7]=[C:6]1[CH:39]=[CH2:40])[CH2:2][CH2:3][CH3:4]. (6) Given the product [OH:20][N:19]=[C:15]([C:4]1[C:5]2[C:10](=[CH:9][CH:8]=[C:7]([C:11]([F:14])([F:13])[F:12])[CH:6]=2)[N:2]([CH3:1])[CH:3]=1)[CH3:16], predict the reactants needed to synthesize it. The reactants are: [CH3:1][N:2]1[C:10]2[C:5](=[CH:6][C:7]([C:11]([F:14])([F:13])[F:12])=[CH:8][CH:9]=2)[C:4]([C:15](=O)[CH3:16])=[CH:3]1.Cl.[NH2:19][OH:20].C(N(CC)CC)C. (7) Given the product [OH:8][C:4]1[CH:3]=[C:2]([C:14]2[CH:15]=[CH:16][C:11]([CH:9]=[O:10])=[CH:12][CH:13]=2)[CH:7]=[CH:6][CH:5]=1, predict the reactants needed to synthesize it. The reactants are: Br[C:2]1[CH:3]=[C:4]([OH:8])[CH:5]=[CH:6][CH:7]=1.[CH:9]([C:11]1[CH:16]=[CH:15][C:14](B(O)O)=[CH:13][CH:12]=1)=[O:10]. (8) Given the product [F:11][C:12]1[CH:17]=[CH:16][CH:15]=[CH:14][C:13]=1[C:2]1[NH:3][CH:4]=[C:5]2[C:9](=[O:10])[CH2:8][CH2:7][C:6]=12, predict the reactants needed to synthesize it. The reactants are: Br[C:2]1[NH:3][CH:4]=[C:5]2[C:9](=[O:10])[CH2:8][CH2:7][C:6]=12.[F:11][C:12]1[CH:17]=[CH:16][CH:15]=[CH:14][C:13]=1OB(O)O. (9) Given the product [NH2:13][C:2]1[C:10]([Cl:11])=[CH:9][CH:8]=[CH:7][C:3]=1[C:4]([OH:6])=[O:5], predict the reactants needed to synthesize it. The reactants are: Cl[C:2]1[C:10]([Cl:11])=[CH:9][CH:8]=[CH:7][C:3]=1[C:4]([OH:6])=[O:5].O.[NH3:13]. (10) The reactants are: [CH2:1]([N:5]([CH2:13][C:14](=[O:17])[CH:15]=[CH2:16])[C:6](=[O:12])[O:7][C:8]([CH3:11])([CH3:10])[CH3:9])[CH2:2]C=C. Given the product [O:17]=[C:14]1[CH2:13][N:5]([C:6]([O:7][C:8]([CH3:9])([CH3:10])[CH3:11])=[O:12])[CH2:1][CH2:2][CH:16]=[CH:15]1, predict the reactants needed to synthesize it.